Dataset: Forward reaction prediction with 1.9M reactions from USPTO patents (1976-2016). Task: Predict the product of the given reaction. (1) Given the reactants [F:1][C:2]1[C:3]([O:11][CH3:12])=[C:4]([CH2:9]O)[CH:5]=[C:6]([F:8])[CH:7]=1.N1C(C)=CC=CC=1C.[Cl-].[Li+].S([Cl:27])(C)(=O)=O.C(=O)([O-])O.[Na+], predict the reaction product. The product is: [Cl:27][CH2:9][C:4]1[CH:5]=[C:6]([F:8])[CH:7]=[C:2]([F:1])[C:3]=1[O:11][CH3:12]. (2) Given the reactants [CH2:1]([N:8]1[C:16]2[C:11](=[CH:12][CH:13]=[CH:14][CH:15]=2)[C:10]([O:17][C:18]2[CH:26]=[CH:25][CH:24]=[CH:23][C:19]=2[C:20]([OH:22])=O)=[N:9]1)[C:2]1[CH:7]=[CH:6][CH:5]=[CH:4][CH:3]=1.[NH2:27][C@H:28]1[CH2:36][C:35]2[C:30](=[CH:31][CH:32]=[CH:33][CH:34]=2)[C@H:29]1[OH:37], predict the reaction product. The product is: [CH2:1]([N:8]1[C:16]2[C:11](=[CH:12][CH:13]=[CH:14][CH:15]=2)[C:10]([O:17][C:18]2[CH:26]=[CH:25][CH:24]=[CH:23][C:19]=2[C:20]([NH:27][C@H:28]2[CH2:36][C:35]3[C:30](=[CH:31][CH:32]=[CH:33][CH:34]=3)[C@H:29]2[OH:37])=[O:22])=[N:9]1)[C:2]1[CH:7]=[CH:6][CH:5]=[CH:4][CH:3]=1.